From a dataset of Retrosynthesis with 50K atom-mapped reactions and 10 reaction types from USPTO. Predict the reactants needed to synthesize the given product. (1) Given the product O=C(NCC(=O)N1CCN(C(=O)c2ccccc2C(F)(F)F)CC1)c1ccc(O)nc1, predict the reactants needed to synthesize it. The reactants are: NCC(=O)N1CCN(C(=O)c2ccccc2C(F)(F)F)CC1.O=C(O)c1ccc(O)nc1. (2) Given the product O=C(NCC(=O)N1CCSC1)c1cc2cc(Cl)ccc2[nH]1, predict the reactants needed to synthesize it. The reactants are: NCC(=O)N1CCSC1.O=C(O)c1cc2cc(Cl)ccc2[nH]1.